This data is from Full USPTO retrosynthesis dataset with 1.9M reactions from patents (1976-2016). The task is: Predict the reactants needed to synthesize the given product. (1) Given the product [OH:5][CH:3]([C:6]1[CH:7]=[CH:8][C:9]([NH:12][C:13]([C:15]2[CH:20]=[C:19]([N+:21]([O-:23])=[O:22])[CH:18]=[CH:17][C:16]=2[Cl:24])=[O:14])=[CH:10][CH:11]=1)[CH3:4], predict the reactants needed to synthesize it. The reactants are: [BH4-].[Na+].[C:3]([C:6]1[CH:11]=[CH:10][C:9]([NH:12][C:13]([C:15]2[CH:20]=[C:19]([N+:21]([O-:23])=[O:22])[CH:18]=[CH:17][C:16]=2[Cl:24])=[O:14])=[CH:8][CH:7]=1)(=[O:5])[CH3:4].C1COCC1.O.C(=O)(O)[O-].[Na+]. (2) Given the product [CH2:9]([CH:8]([NH:7][C:5]([C:4]1[CH:15]=[CH:16][C:17]2[O:18][C:19]([O:20][CH3:21])=[N:1][C:2]=2[CH:3]=1)=[O:6])[CH2:12][CH2:13][CH3:14])[CH2:10][CH3:11], predict the reactants needed to synthesize it. The reactants are: [NH2:1][C:2]1[CH:3]=[C:4]([CH:15]=[CH:16][C:17]=1[OH:18])[C:5]([NH:7][CH:8]([CH2:12][CH2:13][CH3:14])[CH2:9][CH2:10][CH3:11])=[O:6].[CH3:19][O:20][C:21](OC)(OC)OC. (3) Given the product [CH3:8][C:9]1([CH2:13][O:3][CH2:2][CH2:1][OH:4])[CH2:12][O:11][CH2:10]1, predict the reactants needed to synthesize it. The reactants are: [CH2:1]([OH:4])[CH2:2][OH:3].[OH-].[K+].Br[CH2:8][C:9]1([CH3:13])[CH2:12][O:11][CH2:10]1.